Dataset: Catalyst prediction with 721,799 reactions and 888 catalyst types from USPTO. Task: Predict which catalyst facilitates the given reaction. (1) Reactant: [Br:1][C:2]1[C:7]([C:8]([F:11])([F:10])[F:9])=[CH:6][C:5]([NH:12][CH2:13][C:14]2[CH:18]=[CH:17][S:16][CH:15]=2)=[CH:4][C:3]=1[C:19]([F:22])([F:21])[F:20].Br.Br[CH2:25][C:26]1[CH:31]=[CH:30][CH:29]=[CH:28][N:27]=1.[H-].[Na+].O. Product: [Br:1][C:2]1[C:3]([C:19]([F:22])([F:20])[F:21])=[CH:4][C:5]([N:12]([CH2:13][C:14]2[CH:18]=[CH:17][S:16][CH:15]=2)[CH2:25][C:26]2[CH:31]=[CH:30][CH:29]=[CH:28][N:27]=2)=[CH:6][C:7]=1[C:8]([F:10])([F:11])[F:9]. The catalyst class is: 9. (2) Reactant: [F:1][C:2]1[CH:3]=[C:4]2[C:8](=[CH:9][C:10]=1[N+:11]([O-])=O)[C:7](=[O:14])[NH:6][C:5]2=[O:15].[Sn](Cl)Cl.[OH-].[Na+]. Product: [NH2:11][C:10]1[CH:9]=[C:8]2[C:4](=[CH:3][C:2]=1[F:1])[C:5](=[O:15])[NH:6][C:7]2=[O:14]. The catalyst class is: 33.